This data is from Forward reaction prediction with 1.9M reactions from USPTO patents (1976-2016). The task is: Predict the product of the given reaction. (1) Given the reactants [CH:1]1([C:6]2[C:10]3[CH2:11][N:12](C(OC(C)(C)C)=O)[C@H:13]([CH3:15])[CH2:14][C:9]=3[NH:8][N:7]=2)[CH2:5][CH2:4][CH2:3][CH2:2]1.Cl.O1CCOCC1, predict the reaction product. The product is: [CH:1]1([C:6]2[C:10]3[CH2:11][NH:12][C@H:13]([CH3:15])[CH2:14][C:9]=3[NH:8][N:7]=2)[CH2:2][CH2:3][CH2:4][CH2:5]1. (2) Given the reactants Cl[C:2]1[N:10]=[C:9]2[C:5]([N:6]([CH3:11])[CH:7]=[N:8]2)=[C:4]([NH:12][C:13]2[CH:18]=[CH:17][CH:16]=[CH:15][C:14]=2[S:19]([CH:22]([CH3:24])[CH3:23])(=[O:21])=[O:20])[N:3]=1.[CH:25]([O:28][C:29]1[CH:35]=[C:34]([CH:36]2[CH2:41][CH2:40][N:39]([CH3:42])[CH2:38][CH2:37]2)[C:33]([CH3:43])=[CH:32][C:30]=1[NH2:31])([CH3:27])[CH3:26].CC1C=CC(S(O)(=O)=O)=CC=1, predict the reaction product. The product is: [CH:25]([O:28][C:29]1[CH:35]=[C:34]([CH:36]2[CH2:37][CH2:38][N:39]([CH3:42])[CH2:40][CH2:41]2)[C:33]([CH3:43])=[CH:32][C:30]=1[NH:31][C:2]1[N:10]=[C:9]2[C:5]([N:6]([CH3:11])[CH:7]=[N:8]2)=[C:4]([NH:12][C:13]2[CH:18]=[CH:17][CH:16]=[CH:15][C:14]=2[S:19]([CH:22]([CH3:24])[CH3:23])(=[O:21])=[O:20])[N:3]=1)([CH3:27])[CH3:26]. (3) Given the reactants [CH3:1][S:2]([N:5]1[CH2:10][CH2:9][CH:8]([O:11][C:12]2[CH:17]=[CH:16][C:15]([N+:18]([O-])=O)=[CH:14][CH:13]=2)[CH2:7][CH2:6]1)(=[O:4])=[O:3].[Cl-].[NH4+], predict the reaction product. The product is: [CH3:1][S:2]([N:5]1[CH2:6][CH2:7][CH:8]([O:11][C:12]2[CH:17]=[CH:16][C:15]([NH2:18])=[CH:14][CH:13]=2)[CH2:9][CH2:10]1)(=[O:4])=[O:3]. (4) Given the reactants [N+:1]([C:4]1[CH:9]=[CH:8][CH:7]=[CH:6][C:5]=1[C:10]1[CH2:11][CH2:12][N:13]([C:16](=[O:18])[CH3:17])[CH2:14][CH:15]=1)([O-])=O.C([O-])=O.[NH4+], predict the reaction product. The product is: [NH2:1][C:4]1[CH:9]=[CH:8][CH:7]=[CH:6][C:5]=1[CH:10]1[CH2:11][CH2:12][N:13]([C:16](=[O:18])[CH3:17])[CH2:14][CH2:15]1. (5) Given the reactants [Si:1]([O:8][CH2:9][C@H:10]([C:12]1[CH:17]=[CH:16][CH:15]=[CH:14][CH:13]=1)[NH2:11])([C:4]([CH3:7])([CH3:6])[CH3:5])([CH3:3])[CH3:2].ClC(Cl)(O[C:22](=[O:28])OC(Cl)(Cl)Cl)Cl.C(N(CC)CC)C.[NH:37]1[CH2:42][CH:41]=[C:40]([C:43]2[C:51]3[C:46](=[N:47][CH:48]=[CH:49][CH:50]=3)[NH:45][CH:44]=2)[CH2:39][CH2:38]1, predict the reaction product. The product is: [Si:1]([O:8][CH2:9][C@@H:10]([NH:11][C:22]([N:37]1[CH2:42][CH2:41][C:40]([C:43]2[C:51]3[C:46](=[N:47][CH:48]=[CH:49][CH:50]=3)[NH:45][CH:44]=2)=[CH:39][CH2:38]1)=[O:28])[C:12]1[CH:13]=[CH:14][CH:15]=[CH:16][CH:17]=1)([C:4]([CH3:7])([CH3:6])[CH3:5])([CH3:3])[CH3:2].